Dataset: Catalyst prediction with 721,799 reactions and 888 catalyst types from USPTO. Task: Predict which catalyst facilitates the given reaction. (1) Reactant: [Br:1][C:2]1[CH:3]=[CH:4][C:5]2[O:9][C:8]([C:10](=[O:12])[NH2:11])=[C:7]([NH:13][C:14]([CH:16]3[CH2:20][CH2:19][CH2:18]N3C(OC(C)(C)C)=O)=O)[C:6]=2[CH:28]=1.[Cl:29][C:30]1C=C(C=C[CH:37]=1)C=O.Cl. Product: [Br:1][C:2]1[CH:3]=[CH:4][C:5]2[O:9][C:8]3[C:10](=[O:12])[NH:11][C:14]([C:16]4[CH:20]=[CH:19][CH:18]=[C:30]([Cl:29])[CH:37]=4)=[N:13][C:7]=3[C:6]=2[CH:28]=1. The catalyst class is: 8. (2) Reactant: [C:1]([C:4]1[C:5]([C:22]2[CH:27]=[CH:26][C:25]([F:28])=[C:24]([Cl:29])[CH:23]=2)=[N:6][N:7]2[CH2:12][C:11]3([CH2:14][CH2:13]3)[N:10](C(OC(C)(C)C)=O)[CH2:9][C:8]=12)(=[O:3])[NH2:2].C(O)(C(F)(F)F)=O. Product: [Cl:29][C:24]1[CH:23]=[C:22]([C:5]2[C:4]([C:1]([NH2:2])=[O:3])=[C:8]3[CH2:9][NH:10][C:11]4([CH2:14][CH2:13]4)[CH2:12][N:7]3[N:6]=2)[CH:27]=[CH:26][C:25]=1[F:28]. The catalyst class is: 2. (3) Reactant: [NH2:1][C:2]1[CH:10]=[C:9]2[C:5]([C:6]([C:11]3[CH:16]=[CH:15][N:14]=[C:13]([CH3:17])[CH:12]=3)=[N:7][NH:8]2)=[CH:4][C:3]=1[C:18]([NH:20][CH2:21][C:22]1[CH:27]=[CH:26][CH:25]=[C:24]([Cl:28])[CH:23]=1)=[O:19].CCN(CC)CC.C1N=CN([C:41](N2C=NC=C2)=[O:42])C=1. Product: [Cl:28][C:24]1[CH:23]=[C:22]([CH:27]=[CH:26][CH:25]=1)[CH2:21][N:20]1[C:18](=[O:19])[C:3]2[C:2](=[CH:10][C:9]3[NH:8][N:7]=[C:6]([C:11]4[CH:16]=[CH:15][N:14]=[C:13]([CH3:17])[CH:12]=4)[C:5]=3[CH:4]=2)[NH:1][C:41]1=[O:42]. The catalyst class is: 2.